The task is: Predict the reaction yield, written as a fraction of the theoretical maximum amount of product (1.0 means a 100% yield; for example, 0.34 means a 34% yield).. This data is from Reaction yield outcomes from USPTO patents with 853,638 reactions. (1) The reactants are [Br:1][C:2]1[C:3](=[O:47])[N:4]([CH2:38][C:39]2[CH:44]=[CH:43][C:42]([O:45][CH3:46])=[CH:41][CH:40]=2)[C:5]([CH3:37])=[CH:6][C:7]=1[O:8][CH2:9][C:10]1[CH:36]=[CH:35][CH:34]=[CH:33][C:11]=1[CH2:12][NH:13][C:14]([NH:16][C:17]1[N:21]([C:22]2[CH:27]=[CH:26][CH:25]=[C:24](F)[CH:23]=2)[N:20]=[C:19]([C:29]([CH3:32])([CH3:31])[CH3:30])[CH:18]=1)=[O:15].C(N(CC)CC)C.C(C1C=C(NC(=O)OC2C=CC([N+]([O-])=O)=CC=2)N(C2C=CC=C([Cl:83])C=2)N=1)(C)(C)C. The catalyst is C(Cl)Cl. The product is [Br:1][C:2]1[C:3](=[O:47])[N:4]([CH2:38][C:39]2[CH:44]=[CH:43][C:42]([O:45][CH3:46])=[CH:41][CH:40]=2)[C:5]([CH3:37])=[CH:6][C:7]=1[O:8][CH2:9][C:10]1[CH:36]=[CH:35][CH:34]=[CH:33][C:11]=1[CH2:12][NH:13][C:14]([NH:16][C:17]1[N:21]([C:22]2[CH:27]=[CH:26][CH:25]=[C:24]([Cl:83])[CH:23]=2)[N:20]=[C:19]([C:29]([CH3:32])([CH3:31])[CH3:30])[CH:18]=1)=[O:15]. The yield is 0.120. (2) The reactants are [F:1][C:2]1[CH:7]=[CH:6][CH:5]=[C:4]([F:8])[C:3]=1[N:9]1[C:14]2[N:15]=[C:16](S(C)(=O)=O)[N:17]=[C:18]([C:19]3[CH:24]=[CH:23][C:22]([F:25])=[CH:21][C:20]=3[CH3:26])[C:13]=2[CH:12]=[CH:11][C:10]1=[O:31].[NH2:32][CH:33]([CH2:36][OH:37])[CH2:34][OH:35].O.CCOCC. The catalyst is CN1CCCC1=O.CCOC(C)=O. The product is [F:1][C:2]1[CH:7]=[CH:6][CH:5]=[C:4]([F:8])[C:3]=1[N:9]1[C:14]2[N:15]=[C:16]([NH:32][CH:33]([CH2:36][OH:37])[CH2:34][OH:35])[N:17]=[C:18]([C:19]3[CH:24]=[CH:23][C:22]([F:25])=[CH:21][C:20]=3[CH3:26])[C:13]=2[CH:12]=[CH:11][C:10]1=[O:31]. The yield is 0.920. (3) The reactants are O[C:2]1([C:15]2[S:19][C:18]3[CH:20]=[CH:21][CH:22]=[CH:23][C:17]=3[C:16]=2[CH:24](O)[CH3:25])[CH2:7][CH2:6][N:5](C(OC(C)(C)C)=O)[CH2:4][CH2:3]1.FC(F)(F)C(O)=O.C([SiH](CC)CC)C. The catalyst is [OH-].[Na+]. The product is [CH2:24]([C:16]1[C:17]2[CH:23]=[CH:22][CH:21]=[CH:20][C:18]=2[S:19][C:15]=1[C:2]1[CH2:7][CH2:6][NH:5][CH2:4][CH:3]=1)[CH3:25]. The yield is 0.720. (4) The reactants are [CH2:1]([O:8]CC1C=CC=CC=1)[C:2]1C=CC=[CH:4][CH:3]=1.[CH2:16]([SH:18])C.B(F)(F)F.C[CH2:24][O:25][CH2:26][CH3:27]. The catalyst is C(Cl)Cl. The product is [CH3:24][O:25][C:26]1[CH:27]=[C:1]([OH:8])[CH:2]=[CH:3][C:4]=1[S:18][CH3:16]. The yield is 0.280. (5) The reactants are [Cl:1][C:2]1[CH:7]=[CH:6][CH:5]=[CH:4][C:3]=1[CH:8]=O.[CH3:10][CH2:11]C(=O)CC.B(F)(F)F.CCOCC.O. The catalyst is CCCCCC. The product is [Cl:1][C:2]1[CH:7]=[CH:6][CH:5]=[CH:4][C:3]=1/[CH:8]=[CH:10]/[CH3:11]. The yield is 0.580. (6) The reactants are [Br:1][C:2]1[CH:7]=[CH:6][C:5]([NH2:8])=[C:4]([CH2:9][CH3:10])[CH:3]=1.[N:11]([O-])=O.[Na+]. The catalyst is CC(O)=O. The product is [Br:1][C:2]1[CH:3]=[C:4]2[C:5](=[CH:6][CH:7]=1)[NH:8][N:11]=[C:9]2[CH3:10]. The yield is 0.440. (7) The reactants are C(OC(=O)[NH:7][CH:8]([CH2:24][N:25]([CH2:28][CH3:29])[CH2:26][CH3:27])[CH2:9][C:10]1[CH:15]=[CH:14][C:13]([O:16][CH2:17][C:18]2[CH:23]=[CH:22][CH:21]=[CH:20][CH:19]=2)=[CH:12][CH:11]=1)(C)(C)C.FC(F)(F)C(O)=O. The catalyst is ClCCl. The product is [CH2:17]([O:16][C:13]1[CH:12]=[CH:11][C:10]([CH2:9][C@H:8]([NH2:7])[CH2:24][N:25]([CH2:28][CH3:29])[CH2:26][CH3:27])=[CH:15][CH:14]=1)[C:18]1[CH:19]=[CH:20][CH:21]=[CH:22][CH:23]=1. The yield is 0.900.